From a dataset of Retrosynthesis with 50K atom-mapped reactions and 10 reaction types from USPTO. Predict the reactants needed to synthesize the given product. (1) Given the product Cc1cccc(C(=O)Nc2cc(-c3cccc4[nH]ccc34)cc3[nH]ncc23)c1, predict the reactants needed to synthesize it. The reactants are: Cc1cccc(C(=O)O)c1.Nc1cc(-c2cccc3[nH]ccc23)cc2[nH]ncc12. (2) Given the product CC(C)CCOc1ccc([N+](=O)[O-])cc1, predict the reactants needed to synthesize it. The reactants are: CC(C)CCO.O=[N+]([O-])c1ccc(F)cc1. (3) The reactants are: N#C[C@@H]1C[C@@]2(c3ccccc3)C(=O)CC[C@@H]1N2Cc1ccccc1. Given the product N#C[C@@H]1C[C@@]2(c3ccccc3)[C@H](O)CC[C@@H]1N2Cc1ccccc1, predict the reactants needed to synthesize it. (4) Given the product CC(C)(C)[S@@](=O)/N=C(/c1ccc(OC(F)(F)F)c(F)c1)c1nccnc1Cl, predict the reactants needed to synthesize it. The reactants are: CC(C)(C)[S@](N)=O.O=C(c1ccc(OC(F)(F)F)c(F)c1)c1nccnc1Cl. (5) Given the product CCOC(=O)c1nc(-c2ccc(N3CCOCC3)nc2)sc1N, predict the reactants needed to synthesize it. The reactants are: CCOC(=O)c1nc(-c2ccc(N3CCOCC3)nc2)sc1NC(=O)OC(C)(C)C. (6) Given the product CN1C(=O)N(Cc2cc(C(F)(F)F)cc(C(F)(F)F)c2)CC1CCOc1ccc(CC(C)(Oc2ccccc2)C(=O)O)cc1, predict the reactants needed to synthesize it. The reactants are: CCOC(=O)C(C)(Cc1ccc(OCCC2CN(Cc3cc(C(F)(F)F)cc(C(F)(F)F)c3)C(=O)N2C)cc1)Oc1ccccc1. (7) The reactants are: CC(C)(C)OC(=O)OC(=O)OC(C)(C)C.O=C(O)C1NCC2CC21. Given the product CC(C)(C)OC(=O)N1CC2CC2C1C(=O)O, predict the reactants needed to synthesize it. (8) Given the product CCc1nc(Nc2ccc(CC(N)=O)cc2)cc(-c2cccc(Cl)c2)n1, predict the reactants needed to synthesize it. The reactants are: CCc1nc(Cl)cc(-c2cccc(Cl)c2)n1.NC(=O)Cc1ccc(N)cc1. (9) Given the product CC1SC(=O)NN=C1c1ccc2c(c1)C(=Cc1cccnc1)C(=O)N2, predict the reactants needed to synthesize it. The reactants are: CC1SC(=O)NN=C1c1ccc2c(c1)CC(=O)N2.O=Cc1cccnc1.